Dataset: Reaction yield outcomes from USPTO patents with 853,638 reactions. Task: Predict the reaction yield, written as a fraction of the theoretical maximum amount of product (1.0 means a 100% yield; for example, 0.34 means a 34% yield). (1) The reactants are [ClH:1].[CH3:2][N:3]([CH3:32])[C@H:4]1[CH2:8][CH2:7][N:6]([C:9]2[CH:10]=[N:11][C:12]3[C:17]([CH:18]=2)=[CH:16][C:15]([S:19][C:20]2[N:24]4[CH:25]=[C:26]([C:29](=O)[CH3:30])[CH:27]=[CH:28][C:23]4=[N:22][N:21]=2)=[CH:14][CH:13]=3)[CH2:5]1.Cl.[NH2:34][OH:35]. The catalyst is CO.Cl. The product is [ClH:1].[CH3:2][N:3]([CH3:32])[C@H:4]1[CH2:8][CH2:7][N:6]([C:9]2[CH:10]=[N:11][C:12]3[C:17]([CH:18]=2)=[CH:16][C:15]([S:19][C:20]2[N:24]4[CH:25]=[C:26](/[C:29](=[N:34]/[OH:35])/[CH3:30])[CH:27]=[CH:28][C:23]4=[N:22][N:21]=2)=[CH:14][CH:13]=3)[CH2:5]1. The yield is 0.654. (2) The reactants are [F:1][C:2]1[CH:7]=[CH:6][C:5]([N:8]2[C:11](=[O:12])[C@H:10]([S:13][CH2:14][CH:15]([OH:24])[C:16]3[CH:21]=[CH:20][C:19]([S:22][CH3:23])=[CH:18][CH:17]=3)[C@H:9]2[C:25]2[CH:35]=[CH:34][C:28]([O:29][CH2:30][C:31]([OH:33])=O)=[CH:27][CH:26]=2)=[CH:4][CH:3]=1.CN1CCOCC1.CN(C(ON1N=NC2C=CC=CC1=2)=[N+](C)C)C.[B-](F)(F)(F)F.[NH2:65][CH2:66][C:67]([NH:69][C@@H:70]([C:75]([OH:77])=[O:76])[C:71]([CH3:74])([CH3:73])[CH3:72])=[O:68].[BH4-].[Na+]. The catalyst is CN(C=O)C.CO. The product is [F:1][C:2]1[CH:7]=[CH:6][C:5]([N:8]2[C:11](=[O:12])[C@H:10]([S:13][CH2:14][CH:15]([OH:24])[C:16]3[CH:21]=[CH:20][C:19]([S:22][CH3:23])=[CH:18][CH:17]=3)[C@H:9]2[C:25]2[CH:35]=[CH:34][C:28]([O:29][CH2:30][C:31]([NH:65][CH2:66][C:67]([NH:69][C@@H:70]([C:75]([OH:77])=[O:76])[C:71]([CH3:72])([CH3:73])[CH3:74])=[O:68])=[O:33])=[CH:27][CH:26]=2)=[CH:4][CH:3]=1. The yield is 0.220. (3) The reactants are [Br:1][C:2]1[CH:7]=[CH:6][C:5]([NH:8][C:9]2[C:14]([N+:15]([O-:17])=[O:16])=[CH:13][NH:12][C:11](=[O:18])[CH:10]=2)=[C:4]([F:19])[CH:3]=1.[H-].[Na+].[CH3:22]I. The catalyst is CN(C=O)C. The product is [F:19][C:4]1[CH:3]=[C:2]([Br:1])[CH:7]=[CH:6][C:5]=1[NH:8][C:9]1[C:14]([N+:15]([O-:17])=[O:16])=[CH:13][N:12]([CH3:22])[C:11](=[O:18])[CH:10]=1. The yield is 0.870. (4) The reactants are [Br:1][C:2]1[CH:3]=[C:4]([C:8]2([C:16]3[CH:21]=[CH:20][C:19]([Si:22]([CH3:25])([CH3:24])[CH3:23])=[CH:18][CH:17]=3)[NH:12][C:11](=S)[N:10]([CH3:14])[C:9]2=[O:15])[CH:5]=[CH:6][CH:7]=1.C(OO)(C)(C)C.[NH3:32]. The catalyst is CO. The product is [NH2:32][C:11]1[N:10]([CH3:14])[C:9](=[O:15])[C:8]([C:4]2[CH:5]=[CH:6][CH:7]=[C:2]([Br:1])[CH:3]=2)([C:16]2[CH:21]=[CH:20][C:19]([Si:22]([CH3:25])([CH3:24])[CH3:23])=[CH:18][CH:17]=2)[N:12]=1. The yield is 0.900. (5) The reactants are COC1C=C(OC)C=CC=1C[N:6]([C:31]1[CH:36]=[CH:35][N:34]=[CH:33][N:32]=1)[S:7]([C:10]1[CH:15]=[CH:14][C:13]([O:16][C@H:17]2[CH2:22][CH2:21][CH2:20][CH2:19][C@@H:18]2[C:23]2[N:27]([CH3:28])[N:26]=[CH:25][CH:24]=2)=[C:12]([F:29])[C:11]=1[F:30])(=[O:9])=[O:8].C([SiH](CC)CC)C.FC(F)(F)C(O)=O. The catalyst is ClCCl. The product is [F:30][C:11]1[C:12]([F:29])=[C:13]([O:16][C@H:17]2[CH2:22][CH2:21][CH2:20][CH2:19][C@@H:18]2[C:23]2[N:27]([CH3:28])[N:26]=[CH:25][CH:24]=2)[CH:14]=[CH:15][C:10]=1[S:7]([NH:6][C:31]1[CH:36]=[CH:35][N:34]=[CH:33][N:32]=1)(=[O:8])=[O:9]. The yield is 0.860. (6) The reactants are C[O:2][C:3]([C@@H:5]1[O:9][C:8](=[O:10])[N:7]([C:11]2[CH:12]=[C:13]3[C:18](=[C:19]([F:21])[CH:20]=2)[N:17]([CH3:22])[C:16](=[O:23])[CH2:15][CH2:14]3)[CH2:6]1)=O.[CH3:24][NH2:25]. The catalyst is CO. The product is [CH3:24][NH:25][C:3]([C@@H:5]1[O:9][C:8](=[O:10])[N:7]([C:11]2[CH:12]=[C:13]3[C:18](=[C:19]([F:21])[CH:20]=2)[N:17]([CH3:22])[C:16](=[O:23])[CH2:15][CH2:14]3)[CH2:6]1)=[O:2]. The yield is 0.480. (7) The reactants are Cl[CH:2]([C:4]1[C:5]([O:24][CH3:25])=[C:6]([CH:13]2[CH2:16][N:15]([C:17]([O:19][C:20]([CH3:23])([CH3:22])[CH3:21])=[O:18])[CH2:14]2)[C:7]([C:11]#[N:12])=[C:8]([CH3:10])[CH:9]=1)[CH3:3].C(=O)([O-])[O-].[Cs+].[Cs+].[CH3:32][C:33]1[C:41]2[C:36](=[N:37][CH:38]=[N:39][C:40]=2[NH2:42])[NH:35][N:34]=1. The catalyst is CN(C)C=O.C(OCC)(=O)C. The product is [NH2:42][C:40]1[N:39]=[CH:38][N:37]=[C:36]2[N:35]([CH:2]([C:4]3[C:5]([O:24][CH3:25])=[C:6]([CH:13]4[CH2:16][N:15]([C:17]([O:19][C:20]([CH3:23])([CH3:22])[CH3:21])=[O:18])[CH2:14]4)[C:7]([C:11]#[N:12])=[C:8]([CH3:10])[CH:9]=3)[CH3:3])[N:34]=[C:33]([CH3:32])[C:41]=12. The yield is 0.500.